From a dataset of CYP2C9 inhibition data for predicting drug metabolism from PubChem BioAssay. Regression/Classification. Given a drug SMILES string, predict its absorption, distribution, metabolism, or excretion properties. Task type varies by dataset: regression for continuous measurements (e.g., permeability, clearance, half-life) or binary classification for categorical outcomes (e.g., BBB penetration, CYP inhibition). Dataset: cyp2c9_veith. (1) The molecule is CN1CC(c2ccccc2Cl)C2(COc3ccccc3C2=O)C12C(=O)Nc1ccccc12. The result is 1 (inhibitor). (2) The compound is CCCCc1c(O)cc(-c2cccnc2)n(-c2ccc(Cl)cc2)c1=O. The result is 1 (inhibitor). (3) The result is 0 (non-inhibitor). The molecule is COCC(=O)Nc1c(I)c(C(=O)NC[C@@H](O)CO)c(I)c(C(=O)N(C)C[C@@H](O)CO)c1I. (4) The compound is Cn1c(=O)c(-c2ccc(Cl)cc2)nc2cncnc21. The result is 0 (non-inhibitor). (5) The compound is COCCn1c(=O)c(-c2cc(F)cc(F)c2)nc2cncnc21. The result is 0 (non-inhibitor).